This data is from CYP2C19 inhibition data for predicting drug metabolism from PubChem BioAssay. The task is: Regression/Classification. Given a drug SMILES string, predict its absorption, distribution, metabolism, or excretion properties. Task type varies by dataset: regression for continuous measurements (e.g., permeability, clearance, half-life) or binary classification for categorical outcomes (e.g., BBB penetration, CYP inhibition). Dataset: cyp2c19_veith. (1) The compound is Cc1ncc(C[n+]2csc(CCO)c2C)c(N)n1.Cl.[Cl-]. The result is 0 (non-inhibitor). (2) The result is 0 (non-inhibitor). The drug is C[C@@H]1O[C@@H](O[C@H]2C[C@@H](O)[C@]3(CO)[C@@H]4[C@@H](O)C[C@]5(C)[C@H](C6=CC(=O)OC6)CC[C@@]5(O)[C@H]4CC[C@@]3(O)C2)[C@H](O)[C@H](O)[C@@H]1O. (3) The compound is Cc1cc(C)c(C#N)c(SCc2cc3c(cc2Cl)OCO3)n1. The result is 1 (inhibitor). (4) The drug is O=C(Oc1ccccc1)N1CCC2(CC1)CCN(c1cccc(-c3ccccc3)c1)CC2. The result is 0 (non-inhibitor). (5) The result is 1 (inhibitor). The drug is COc1ccccc1NC(=S)NC(=O)c1ccc(-c2ccc(Cl)cc2)o1. (6) The drug is CO[C@@H]1COC(=O)C/C=C\[C@H](C)[C@@H](OC)COC(=O)CCC[C@@H]1C. The result is 0 (non-inhibitor). (7) The compound is COC(=O)c1cnn(C(=O)c2ccccc2Br)c1N. The result is 1 (inhibitor). (8) The drug is CCNc1ncc2nc(-c3ccc(OC)cc3)c(=O)n(-c3ccc(OC)cc3)c2n1. The result is 0 (non-inhibitor). (9) The compound is CC(=O)N=c1sc(S(N)(=O)=O)nn1C. The result is 0 (non-inhibitor). (10) The drug is Cc1c(-c2ccc(O)cc2)nn(-c2ccc(O)cc2)c1-c1ccc(OCCN2CCCCC2)cc1. The result is 0 (non-inhibitor).